From a dataset of Forward reaction prediction with 1.9M reactions from USPTO patents (1976-2016). Predict the product of the given reaction. The product is: [C:1]([NH:24][C@@H:25]([CH2:30][CH2:31][CH2:32][CH2:33][NH:34][C:35](=[O:57])[CH2:36][CH2:37]/[CH:38]=[CH:39]\[CH2:40]/[CH:41]=[CH:42]\[CH2:43]/[CH:44]=[CH:45]\[CH2:46]/[CH:47]=[CH:48]\[CH2:49]/[CH:50]=[CH:51]\[CH2:52]/[CH:53]=[CH:54]\[CH2:55][CH3:56])[C:26]([OH:28])=[O:27])(=[O:23])[CH2:2][CH2:3]/[CH:4]=[CH:5]\[CH2:6]/[CH:7]=[CH:8]\[CH2:9]/[CH:10]=[CH:11]\[CH2:12]/[CH:13]=[CH:14]\[CH2:15]/[CH:16]=[CH:17]\[CH2:18]/[CH:19]=[CH:20]\[CH2:21][CH3:22]. Given the reactants [C:1]([NH:24][C@@H:25]([CH2:30][CH2:31][CH2:32][CH2:33][NH:34][C:35](=[O:57])[CH2:36][CH2:37]/[CH:38]=[CH:39]\[CH2:40]/[CH:41]=[CH:42]\[CH2:43]/[CH:44]=[CH:45]\[CH2:46]/[CH:47]=[CH:48]\[CH2:49]/[CH:50]=[CH:51]\[CH2:52]/[CH:53]=[CH:54]\[CH2:55][CH3:56])[C:26]([O:28]C)=[O:27])(=[O:23])[CH2:2][CH2:3]/[CH:4]=[CH:5]\[CH2:6]/[CH:7]=[CH:8]\[CH2:9]/[CH:10]=[CH:11]\[CH2:12]/[CH:13]=[CH:14]\[CH2:15]/[CH:16]=[CH:17]\[CH2:18]/[CH:19]=[CH:20]\[CH2:21][CH3:22].[OH-].[Na+].Cl, predict the reaction product.